This data is from Full USPTO retrosynthesis dataset with 1.9M reactions from patents (1976-2016). The task is: Predict the reactants needed to synthesize the given product. (1) Given the product [F:29][C:25]1([F:28])[CH2:24][CH2:23][CH:22]([N:5]2[C:4]3[N:3]=[C:2]([NH:40][C:33]4[CH:34]=[C:35]5[C:39](=[C:31]([F:30])[CH:32]=4)[NH:38][N:37]=[CH:36]5)[N:11]=[CH:10][C:9]=3[N:8]([C:12]3[CH:13]=[C:14]([CH:17]=[CH:18][CH:19]=3)[C:15]#[N:16])[C:7](=[O:20])[C@H:6]2[CH3:21])[CH2:27][CH2:26]1, predict the reactants needed to synthesize it. The reactants are: Cl[C:2]1[N:11]=[CH:10][C:9]2[N:8]([C:12]3[CH:13]=[C:14]([CH:17]=[CH:18][CH:19]=3)[C:15]#[N:16])[C:7](=[O:20])[C@@H:6]([CH3:21])[N:5]([CH:22]3[CH2:27][CH2:26][C:25]([F:29])([F:28])[CH2:24][CH2:23]3)[C:4]=2[N:3]=1.[F:30][C:31]1[CH:32]=[C:33]([NH2:40])[CH:34]=[C:35]2[C:39]=1[NH:38][N:37]=[CH:36]2.FC(F)(F)C(O)=O. (2) Given the product [Br:8][C:9]1[CH:10]=[C:11]([Cl:16])[C:12]([O:5][CH2:4][CH:1]2[CH2:3][CH2:2]2)=[N:13][CH:14]=1, predict the reactants needed to synthesize it. The reactants are: [CH:1]1([CH2:4][OH:5])[CH2:3][CH2:2]1.[H-].[Na+].[Br:8][C:9]1[CH:10]=[C:11]([Cl:16])[C:12](Cl)=[N:13][CH:14]=1. (3) Given the product [C:4]1([CH2:11][CH2:10][NH:13][SiH3:17])[CH:5]=[CH:6][CH:7]=[CH:8][CH:9]=1, predict the reactants needed to synthesize it. The reactants are: C(N[C:4]1[CH:9]=[CH:8][CH:7]=[CH:6][CH:5]=1)C.[CH:10]([N:13]([SiH3:17])C(C)C)(C)[CH3:11]. (4) Given the product [C:32]([O:31][C:29]([N:26]1[CH2:27][CH2:28][CH:23]([CH2:22][O:21][C:18]2[CH:19]=[N:20][C:15]([N:10]3[C:11]4[C:7](=[CH:6][C:5]([S:2]([CH3:1])(=[O:4])=[O:3])=[CH:13][CH:12]=4)[CH2:8][CH2:9]3)=[CH:16][CH:17]=2)[CH2:24][CH2:25]1)=[O:30])([CH3:35])([CH3:33])[CH3:34], predict the reactants needed to synthesize it. The reactants are: [CH3:1][S:2]([C:5]1[CH:6]=[C:7]2[C:11](=[CH:12][CH:13]=1)[NH:10][CH2:9][CH2:8]2)(=[O:4])=[O:3].Cl[C:15]1[N:20]=[CH:19][C:18]([O:21][CH2:22][CH:23]2[CH2:28][CH2:27][N:26]([C:29]([O:31][C:32]([CH3:35])([CH3:34])[CH3:33])=[O:30])[CH2:25][CH2:24]2)=[CH:17][CH:16]=1. (5) The reactants are: [NH2:1][CH2:2][C@H:3]1[C@H:9]([C:10]2[CH:15]=[CH:14][C:13]([Cl:16])=[C:12]([F:17])[CH:11]=2)[O:8][CH2:7][CH2:6][N:5](C(OC(C)(C)C)=O)[CH2:4]1.[N:25]1[CH:30]=[CH:29][CH:28]=[CH:27][C:26]=1[C:31]([NH:33][CH2:34][C:35](O)=[O:36])=[O:32]. Given the product [ClH:16].[Cl:16][C:13]1[CH:14]=[CH:15][C:10]([C@@H:9]2[O:8][CH2:7][CH2:6][NH:5][CH2:4][C@H:3]2[CH2:2][NH:1][C:35](=[O:36])[CH2:34][NH:33][C:31]([C:26]2[CH:27]=[CH:28][CH:29]=[CH:30][N:25]=2)=[O:32])=[CH:11][C:12]=1[F:17], predict the reactants needed to synthesize it. (6) Given the product [NH2:19][CH2:18][CH2:17][CH2:16][CH2:15][C:14]1[N:13]([CH2:30][CH3:31])[N:12]=[C:11]2[C:10]=1[C:9]1[CH:8]=[CH:7][CH:6]=[CH:5][C:4]=1[N:3]=[C:2]2[NH2:1], predict the reactants needed to synthesize it. The reactants are: [NH2:1][C:2]1[C:11]2=[N:12][N:13]([CH2:30][CH3:31])[C:14]([CH2:15][CH2:16][CH2:17][CH2:18][N:19]3C(=O)C4C(=CC=CC=4)C3=O)=[C:10]2[C:9]2[CH:8]=[CH:7][CH:6]=[CH:5][C:4]=2[N:3]=1.O.NN. (7) Given the product [CH3:1][NH:2][C:3]1[CH:4]=[CH:5][C:6]([CH2:9][C:10]([OH:12])=[O:11])=[CH:7][CH:8]=1, predict the reactants needed to synthesize it. The reactants are: [CH3:1][NH:2][C:3]1[CH:8]=[CH:7][C:6]([CH2:9][C:10]([O:12]C)=[O:11])=[CH:5][CH:4]=1.[OH-].[Li+].Cl.